This data is from Forward reaction prediction with 1.9M reactions from USPTO patents (1976-2016). The task is: Predict the product of the given reaction. (1) Given the reactants Cl[C:2]1[CH:7]=[N:6][C:5]([C:8]2[CH:13]=[CH:12][C:11]([O:14][C:15]3[CH:20]=[CH:19][CH:18]=[CH:17][CH:16]=3)=[CH:10][CH:9]=2)=[CH:4][N:3]=1.O.[NH2:22][NH2:23], predict the reaction product. The product is: [NH:22]([C:2]1[CH:7]=[N:6][C:5]([C:8]2[CH:13]=[CH:12][C:11]([O:14][C:15]3[CH:20]=[CH:19][CH:18]=[CH:17][CH:16]=3)=[CH:10][CH:9]=2)=[CH:4][N:3]=1)[NH2:23]. (2) Given the reactants [Br:1]Br.[S:3]1[CH:7]=[CH:6][C:5]2[C:8]([C:12]3[N:13]4[CH2:19][CH2:18][N:17]=[C:14]4[S:15][CH:16]=3)=[CH:9][CH:10]=[CH:11][C:4]1=2, predict the reaction product. The product is: [BrH:1].[S:3]1[CH:7]=[CH:6][C:5]2[C:8]([C:12]3[N:13]4[CH2:19][CH2:18][N:17]=[C:14]4[S:15][C:16]=3[Br:1])=[CH:9][CH:10]=[CH:11][C:4]1=2. (3) Given the reactants [Cl:1][CH2:2][CH2:3][C:4]1[NH:8][C:7]2[CH:9]=[CH:10][CH:11]=[CH:12][C:6]=2[N:5]=1.C(N(CC)C(C)C)(C)C.[C:22](O[C:22]([O:24][C:25]([CH3:28])([CH3:27])[CH3:26])=[O:23])([O:24][C:25]([CH3:28])([CH3:27])[CH3:26])=[O:23], predict the reaction product. The product is: [C:25]([O:24][C:22]([N:8]1[C:7]2[CH:9]=[CH:10][CH:11]=[CH:12][C:6]=2[N:5]=[C:4]1[CH2:3][CH2:2][Cl:1])=[O:23])([CH3:28])([CH3:27])[CH3:26]. (4) Given the reactants [C:1]([C:5]1[CH:9]=[C:8]([NH:10][C:11]([NH:13][C:14]2[CH:19]=[C:18]([C:20]3[C:31](=[O:32])[N:30]([CH:33]([CH3:35])[CH3:34])[C:23]4[N:24]=[C:25](SC)[N:26]=[CH:27][C:22]=4[CH:21]=3)[C:17]([CH3:36])=[CH:16][C:15]=2[F:37])=[O:12])[O:7][N:6]=1)([CH3:4])([CH3:3])[CH3:2].[CH3:38][NH2:39], predict the reaction product. The product is: [C:1]([C:5]1[CH:9]=[C:8]([NH:10][C:11]([NH:13][C:14]2[CH:19]=[C:18]([C:20]3[C:31](=[O:32])[N:30]([CH:33]([CH3:35])[CH3:34])[C:23]4[N:24]=[C:25]([NH:39][CH3:38])[N:26]=[CH:27][C:22]=4[CH:21]=3)[C:17]([CH3:36])=[CH:16][C:15]=2[F:37])=[O:12])[O:7][N:6]=1)([CH3:4])([CH3:3])[CH3:2]. (5) Given the reactants Br[C:2]1[C:3]([NH:9][CH2:10][C:11]([O:13]CC)=O)=[N:4][CH:5]=[C:6]([Br:8])[N:7]=1.Cl.[CH2:17]([NH2:19])[CH3:18].C(N(CC)C(C)C)(C)C.C(OCC)(=O)C.O, predict the reaction product. The product is: [Br:8][C:6]1[N:7]=[C:2]2[N:19]([CH2:17][CH3:18])[C:11](=[O:13])[CH2:10][NH:9][C:3]2=[N:4][CH:5]=1. (6) Given the reactants Br[C:2]1[CH:3]=[CH:4][C:5]([O:8][CH:9]([F:11])[F:10])=[N:6][CH:7]=1.C(O[B:16]1[O:20][C:19]([CH3:22])([CH3:21])[C:18]([CH3:24])([CH3:23])[O:17]1)(C)C, predict the reaction product. The product is: [F:10][CH:9]([F:11])[O:8][C:5]1[CH:4]=[CH:3][C:2]([B:16]2[O:20][C:19]([CH3:22])([CH3:21])[C:18]([CH3:24])([CH3:23])[O:17]2)=[CH:7][N:6]=1. (7) Given the reactants [CH3:1]C(C)([O-])C.[K+].[Cl:7][C:8]1[N:9]=[CH:10][C:11]2[NH:16][N:15]=[CH:14][C:12]=2[N:13]=1.IC, predict the reaction product. The product is: [Cl:7][C:8]1[N:9]=[CH:10][C:11]2[N:16]([CH3:1])[N:15]=[CH:14][C:12]=2[N:13]=1. (8) Given the reactants [OH:1][C:2]1[CH:11]=[CH:10][C:5]([C:6]([NH:8][NH2:9])=[O:7])=[CH:4][CH:3]=1.[CH2:12]([C:14]1[S:18][C:17]([CH:19]=O)=[CH:16][CH:15]=1)[CH3:13], predict the reaction product. The product is: [CH2:12]([C:14]1[S:18][C:17]([CH:19]=[N:9][NH:8][C:6](=[O:7])[C:5]2[CH:10]=[CH:11][C:2]([OH:1])=[CH:3][CH:4]=2)=[CH:16][CH:15]=1)[CH3:13]. (9) Given the reactants [NH2:1][C:2]1[CH:3]=[C:4]([CH:8]=[C:9]([NH2:11])[CH:10]=1)[C:5]([OH:7])=[O:6].S(Cl)(Cl)=O.[CH3:16]O, predict the reaction product. The product is: [NH2:1][C:2]1[CH:3]=[C:4]([CH:8]=[C:9]([NH2:11])[CH:10]=1)[C:5]([O:7][CH3:16])=[O:6].